From a dataset of NCI-60 drug combinations with 297,098 pairs across 59 cell lines. Regression. Given two drug SMILES strings and cell line genomic features, predict the synergy score measuring deviation from expected non-interaction effect. (1) Drug 2: CC1CCC2CC(C(=CC=CC=CC(CC(C(=O)C(C(C(=CC(C(=O)CC(OC(=O)C3CCCCN3C(=O)C(=O)C1(O2)O)C(C)CC4CCC(C(C4)OC)OCCO)C)C)O)OC)C)C)C)OC. Synergy scores: CSS=-2.15, Synergy_ZIP=3.17, Synergy_Bliss=3.70, Synergy_Loewe=-38.6, Synergy_HSA=-3.66. Cell line: SNB-75. Drug 1: CC1=C(C=C(C=C1)C(=O)NC2=CC(=CC(=C2)C(F)(F)F)N3C=C(N=C3)C)NC4=NC=CC(=N4)C5=CN=CC=C5. (2) Drug 1: CC1=C2C(C(=O)C3(C(CC4C(C3C(C(C2(C)C)(CC1OC(=O)C(C(C5=CC=CC=C5)NC(=O)OC(C)(C)C)O)O)OC(=O)C6=CC=CC=C6)(CO4)OC(=O)C)OC)C)OC. Drug 2: C(=O)(N)NO. Cell line: NCIH23. Synergy scores: CSS=43.0, Synergy_ZIP=-5.69, Synergy_Bliss=-10.5, Synergy_Loewe=-39.8, Synergy_HSA=-9.28. (3) Drug 1: CCCS(=O)(=O)NC1=C(C(=C(C=C1)F)C(=O)C2=CNC3=C2C=C(C=N3)C4=CC=C(C=C4)Cl)F. Drug 2: CC(C)CN1C=NC2=C1C3=CC=CC=C3N=C2N. Cell line: OVCAR-4. Synergy scores: CSS=-2.87, Synergy_ZIP=1.61, Synergy_Bliss=-1.93, Synergy_Loewe=-5.19, Synergy_HSA=-4.55. (4) Drug 1: C1CN1P(=S)(N2CC2)N3CC3. Drug 2: CCN(CC)CCNC(=O)C1=C(NC(=C1C)C=C2C3=C(C=CC(=C3)F)NC2=O)C. Cell line: SK-MEL-5. Synergy scores: CSS=1.27, Synergy_ZIP=-4.03, Synergy_Bliss=-3.78, Synergy_Loewe=-3.87, Synergy_HSA=-3.87. (5) Drug 1: CC1C(C(CC(O1)OC2CC(CC3=C2C(=C4C(=C3O)C(=O)C5=C(C4=O)C(=CC=C5)OC)O)(C(=O)CO)O)N)O.Cl. Drug 2: CC(CN1CC(=O)NC(=O)C1)N2CC(=O)NC(=O)C2. Cell line: HCT116. Synergy scores: CSS=21.3, Synergy_ZIP=-1.25, Synergy_Bliss=4.69, Synergy_Loewe=4.61, Synergy_HSA=4.15. (6) Drug 1: CC(C)(C#N)C1=CC(=CC(=C1)CN2C=NC=N2)C(C)(C)C#N. Drug 2: C1C(C(OC1N2C=NC(=NC2=O)N)CO)O. Cell line: CCRF-CEM. Synergy scores: CSS=34.1, Synergy_ZIP=3.53, Synergy_Bliss=4.25, Synergy_Loewe=-6.25, Synergy_HSA=2.07. (7) Drug 1: CN1CCC(CC1)COC2=C(C=C3C(=C2)N=CN=C3NC4=C(C=C(C=C4)Br)F)OC. Drug 2: CS(=O)(=O)OCCCCOS(=O)(=O)C. Cell line: PC-3. Synergy scores: CSS=14.6, Synergy_ZIP=-4.72, Synergy_Bliss=-1.43, Synergy_Loewe=-5.85, Synergy_HSA=-0.157. (8) Drug 1: C1CN1C2=NC(=NC(=N2)N3CC3)N4CC4. Drug 2: C1=NNC2=C1C(=O)NC=N2. Cell line: MDA-MB-435. Synergy scores: CSS=15.0, Synergy_ZIP=-2.79, Synergy_Bliss=0.749, Synergy_Loewe=-2.47, Synergy_HSA=-0.350. (9) Drug 1: C1=CC(=CC=C1CCCC(=O)O)N(CCCl)CCCl. Drug 2: C1CN(P(=O)(OC1)NCCCl)CCCl. Cell line: CAKI-1. Synergy scores: CSS=19.0, Synergy_ZIP=-12.0, Synergy_Bliss=-10.1, Synergy_Loewe=-21.6, Synergy_HSA=-10.3.